Task: Regression. Given a peptide amino acid sequence and an MHC pseudo amino acid sequence, predict their binding affinity value. This is MHC class II binding data.. Dataset: Peptide-MHC class II binding affinity with 134,281 pairs from IEDB (1) The peptide sequence is ALTKAITAMSEVQKV. The MHC is HLA-DQA10102-DQB10602 with pseudo-sequence HLA-DQA10102-DQB10602. The binding affinity (normalized) is 0.521. (2) The peptide sequence is ITVVLHKTSEPGKYTA. The MHC is DRB4_0101 with pseudo-sequence DRB4_0103. The binding affinity (normalized) is 0.118. (3) The peptide sequence is AFVLDGDNLFPKV. The MHC is HLA-DQA10501-DQB10201 with pseudo-sequence HLA-DQA10501-DQB10201. The binding affinity (normalized) is 0.677. (4) The peptide sequence is PAADKFKTFEAAFTS. The MHC is HLA-DPA10103-DPB10401 with pseudo-sequence HLA-DPA10103-DPB10401. The binding affinity (normalized) is 0.320.